From a dataset of Peptide-MHC class II binding affinity with 134,281 pairs from IEDB. Regression. Given a peptide amino acid sequence and an MHC pseudo amino acid sequence, predict their binding affinity value. This is MHC class II binding data. (1) The peptide sequence is IPAGELQIIDKIDAA. The MHC is HLA-DQA10102-DQB10602 with pseudo-sequence HLA-DQA10102-DQB10602. The binding affinity (normalized) is 0.169. (2) The binding affinity (normalized) is 0. The peptide sequence is PVQEFTVPRTKYTAT. The MHC is HLA-DQA10501-DQB10201 with pseudo-sequence HLA-DQA10501-DQB10201. (3) The peptide sequence is GELELQFRRVKCKYP. The MHC is DRB1_1201 with pseudo-sequence DRB1_1201. The binding affinity (normalized) is 0.250. (4) The peptide sequence is VMRYTIDKEFEKICR. The MHC is DRB3_0101 with pseudo-sequence DRB3_0101. The binding affinity (normalized) is 0.374.